Dataset: Peptide-MHC class I binding affinity with 185,985 pairs from IEDB/IMGT. Task: Regression. Given a peptide amino acid sequence and an MHC pseudo amino acid sequence, predict their binding affinity value. This is MHC class I binding data. (1) The peptide sequence is YLQQNWWTL. The MHC is HLA-A02:02 with pseudo-sequence HLA-A02:02. The binding affinity (normalized) is 1.00. (2) The peptide sequence is LSTVLGVSI. The MHC is Mamu-A02 with pseudo-sequence Mamu-A02. The binding affinity (normalized) is 0.571. (3) The binding affinity (normalized) is 0.256. The peptide sequence is QMVTTTNPL. The MHC is HLA-A29:02 with pseudo-sequence HLA-A29:02. (4) The peptide sequence is QCFSVVLRY. The MHC is HLA-B57:01 with pseudo-sequence HLA-B57:01. The binding affinity (normalized) is 0.0847.